Predict the reactants needed to synthesize the given product. From a dataset of Retrosynthesis with 50K atom-mapped reactions and 10 reaction types from USPTO. (1) The reactants are: COC(=O)CNc1ccc(Cn2cc(-c3ccc(Cl)cc3Cl)nc2/C=C/c2ccc(Br)cc2)cc1.OB(O)c1cccc(C(F)(F)F)c1. Given the product COC(=O)CNc1ccc(Cn2cc(-c3ccc(Cl)cc3Cl)nc2/C=C/c2ccc(-c3cccc(C(F)(F)F)c3)cc2)cc1, predict the reactants needed to synthesize it. (2) The reactants are: COc1cccc(C(=O)Cl)c1.Nc1cc(C(=O)NCc2ccccc2)ccn1. Given the product COc1cccc(C(=O)Nc2cc(C(=O)NCc3ccccc3)ccn2)c1, predict the reactants needed to synthesize it.